This data is from NCI-60 drug combinations with 297,098 pairs across 59 cell lines. The task is: Regression. Given two drug SMILES strings and cell line genomic features, predict the synergy score measuring deviation from expected non-interaction effect. (1) Drug 1: C1=CC(=CC=C1CC(C(=O)O)N)N(CCCl)CCCl.Cl. Drug 2: CN1C2=C(C=C(C=C2)N(CCCl)CCCl)N=C1CCCC(=O)O.Cl. Cell line: MDA-MB-435. Synergy scores: CSS=-9.03, Synergy_ZIP=3.56, Synergy_Bliss=1.42, Synergy_Loewe=-5.46, Synergy_HSA=-4.62. (2) Drug 1: C1=CC(=CC=C1CC(C(=O)O)N)N(CCCl)CCCl.Cl. Drug 2: CC(C)NC(=O)C1=CC=C(C=C1)CNNC.Cl. Cell line: ACHN. Synergy scores: CSS=36.6, Synergy_ZIP=-4.26, Synergy_Bliss=4.27, Synergy_Loewe=-1.43, Synergy_HSA=4.57.